Dataset: Reaction yield outcomes from USPTO patents with 853,638 reactions. Task: Predict the reaction yield, written as a fraction of the theoretical maximum amount of product (1.0 means a 100% yield; for example, 0.34 means a 34% yield). (1) The reactants are [Cl:1][C:2]1[CH:11]=[C:10]2[C:5]([C:6]([I:20])=[C:7]([C:13]3[CH:18]=[CH:17][CH:16]=[CH:15][C:14]=3[Cl:19])[N+:8]([O-])=[CH:9]2)=[CH:4][N:3]=1.P(Cl)(Cl)Cl. The catalyst is ClCCl. The product is [Cl:1][C:2]1[CH:11]=[C:10]2[C:5]([C:6]([I:20])=[C:7]([C:13]3[CH:18]=[CH:17][CH:16]=[CH:15][C:14]=3[Cl:19])[N:8]=[CH:9]2)=[CH:4][N:3]=1. The yield is 0.500. (2) The reactants are [C:1]([Si:5]([CH3:14])([CH3:13])[O:6][CH2:7][C:8]([CH3:12])([CH3:11])[CH2:9][OH:10])([CH3:4])([CH3:3])[CH3:2].C(N(CC)CC)C.[CH3:22][S:23](Cl)(=[O:25])=[O:24].O. The catalyst is ClCCl. The product is [C:1]([Si:5]([CH3:14])([CH3:13])[O:6][CH2:7][C:8]([CH3:12])([CH3:11])[CH2:9][O:10][S:23]([CH3:22])(=[O:25])=[O:24])([CH3:4])([CH3:3])[CH3:2]. The yield is 0.870.